From a dataset of Full USPTO retrosynthesis dataset with 1.9M reactions from patents (1976-2016). Predict the reactants needed to synthesize the given product. (1) Given the product [C:1]([O:5][C:6]([N:8]1[CH2:12][C@@H:11]([CH2:13][N:14]([CH:31]([CH3:32])[CH3:33])[C:15](=[O:30])[C:16]2[CH:21]=[CH:20][C:19]([O:22][CH3:23])=[C:18]([O:24][CH2:25][CH2:26][CH2:27][O:28][CH3:29])[CH:17]=2)[C@H:10]([CH2:34][OH:35])[CH2:9]1)=[O:7])([CH3:4])([CH3:3])[CH3:2], predict the reactants needed to synthesize it. The reactants are: [C:1]([O:5][C:6]([N:8]1[CH2:12][C@@H:11]([CH2:13][N:14]([CH:31]([CH3:33])[CH3:32])[C:15](=[O:30])[C:16]2[CH:21]=[CH:20][C:19]([O:22][CH3:23])=[C:18]([O:24][CH2:25][CH2:26][CH2:27][O:28][CH3:29])[CH:17]=2)[C@H:10]([C:34](O)=[O:35])[CH2:9]1)=[O:7])([CH3:4])([CH3:3])[CH3:2].CSC.B.CO. (2) Given the product [C:49]([OH:61])(=[O:60])[CH2:50][C:51]([CH2:56][C:57]([OH:59])=[O:58])([C:53]([OH:55])=[O:54])[OH:52].[CH2:44]([N:6]([CH2:4][CH3:5])[C:7]([CH:9]([C:38]1[CH:43]=[CH:42][CH:41]=[CH:40][CH:39]=1)[N:10]1[CH2:11][CH2:12][N:13]([C:16]2[CH:21]=[CH:20][C:19]([NH:22][C:23](=[O:36])[C:24]3[CH:29]=[CH:28][CH:27]=[CH:26][C:25]=3[C:30]3[CH:31]=[N:32][CH:33]=[CH:34][CH:35]=3)=[CH:18][C:17]=2[F:37])[CH2:14][CH2:15]1)=[O:8])[CH3:45], predict the reactants needed to synthesize it. The reactants are: C(O)C.[CH2:4]([N:6]([CH2:44][CH3:45])[C:7]([CH:9]([C:38]1[CH:43]=[CH:42][CH:41]=[CH:40][CH:39]=1)[N:10]1[CH2:15][CH2:14][N:13]([C:16]2[CH:21]=[CH:20][C:19]([NH:22][C:23](=[O:36])[C:24]3[CH:29]=[CH:28][CH:27]=[CH:26][C:25]=3[C:30]3[CH:31]=[N:32][CH:33]=[CH:34][CH:35]=3)=[CH:18][C:17]=2[F:37])[CH2:12][CH2:11]1)=[O:8])[CH3:5].C(Cl)Cl.[C:49]([OH:61])(=[O:60])[CH2:50][C:51]([CH2:56][C:57]([OH:59])=[O:58])([C:53]([OH:55])=[O:54])[OH:52]. (3) Given the product [CH:20]([C@@H:22]1[CH2:30][C:29]2[C:24](=[CH:25][CH:26]=[CH:27][CH:28]=2)[N:23]1[C:31]([O:33][CH2:34][C:35]1[CH:40]=[CH:39][CH:38]=[CH:37][CH:36]=1)=[O:32])=[O:21], predict the reactants needed to synthesize it. The reactants are: CC(C[AlH]CC(C)C)C.C1(C)C=CC=CC=1.CON(C)[C:20]([C@@H:22]1[CH2:30][C:29]2[C:24](=[CH:25][CH:26]=[CH:27][CH:28]=2)[N:23]1[C:31]([O:33][CH2:34][C:35]1[CH:40]=[CH:39][CH:38]=[CH:37][CH:36]=1)=[O:32])=[O:21].Cl. (4) Given the product [C:13]1([CH2:19][O:20][C:21]([NH:23][C:24]2([C:30]([NH:43][C@H:44]([CH2:48][OH:49])[CH:45]([CH3:47])[CH3:46])=[O:32])[CH2:25][CH2:26][CH2:27][CH2:28][CH2:29]2)=[O:22])[CH:14]=[CH:15][CH:16]=[CH:17][CH:18]=1, predict the reactants needed to synthesize it. The reactants are: Cl.C(N=C=NCCCN(C)C)C.[C:13]1([CH2:19][O:20][C:21]([NH:23][C:24]2([C:30]([OH:32])=O)[CH2:29][CH2:28][CH2:27][CH2:26][CH2:25]2)=[O:22])[CH:18]=[CH:17][CH:16]=[CH:15][CH:14]=1.ON1C2C=CC=CC=2N=N1.[NH2:43][C@H:44]([CH2:48][OH:49])[CH:45]([CH3:47])[CH3:46].